This data is from Forward reaction prediction with 1.9M reactions from USPTO patents (1976-2016). The task is: Predict the product of the given reaction. (1) Given the reactants [F:1][C:2]1[C:10]2[S:9][C:8](=[N:11][C:12](=[O:23])[C:13]3[CH:18]=[CH:17][CH:16]=[C:15]([C:19]([F:22])([F:21])[F:20])[CH:14]=3)[NH:7][C:6]=2[CH:5]=[CH:4][C:3]=1[CH3:24].Br[CH:26]([CH2:31][CH3:32])[C:27]([O:29]C)=[O:28].ClC1C=CC2NC(=NC(=O)C3C=CC=C(C(F)(F)F)C=3)SC=2C=1F.BrCC(OCC)=O, predict the reaction product. The product is: [F:1][C:2]1[C:10]2[S:9][C:8](=[N:11][C:12](=[O:23])[C:13]3[CH:18]=[CH:17][CH:16]=[C:15]([C:19]([F:20])([F:21])[F:22])[CH:14]=3)[N:7]([CH:26]([CH2:31][CH3:32])[C:27]([OH:29])=[O:28])[C:6]=2[CH:5]=[CH:4][C:3]=1[CH3:24]. (2) Given the reactants [CH2:1]([C:3]1[N:4]([CH2:9][CH2:10][NH2:11])[CH:5]=[C:6]([I:8])[N:7]=1)[CH3:2].[CH3:12][C:13]1[CH:14]=[C:15]([CH:20]=[CH:21][C:22]=1[CH3:23])[O:16][CH2:17][CH:18]=O, predict the reaction product. The product is: [CH3:12][C:13]1[CH:14]=[C:15]([CH:20]=[CH:21][C:22]=1[CH3:23])[O:16][CH2:17][CH:18]1[NH:11][CH2:10][CH2:9][N:4]2[C:3]([CH2:1][CH3:2])=[N:7][C:6]([I:8])=[C:5]12. (3) Given the reactants [Cl:1][C:2]1[CH:3]=[C:4]([NH:9][C:10]2[N:15]=[C:14]([N:16]3[CH:20]=[CH:19][C:18]([C:21]([F:24])([F:23])[F:22])=[N:17]3)[C:13]([C:25]3[CH:26]=[C:27]([C:33]([O:35]C)=[O:34])[C:28]([O:31][CH3:32])=[N:29][CH:30]=3)=[CH:12][N:11]=2)[CH:5]=[C:6]([CH3:8])[CH:7]=1.[OH-].[Na+].Cl, predict the reaction product. The product is: [Cl:1][C:2]1[CH:3]=[C:4]([NH:9][C:10]2[N:15]=[C:14]([N:16]3[CH:20]=[CH:19][C:18]([C:21]([F:22])([F:24])[F:23])=[N:17]3)[C:13]([C:25]3[CH:26]=[C:27]([C:33]([OH:35])=[O:34])[C:28]([O:31][CH3:32])=[N:29][CH:30]=3)=[CH:12][N:11]=2)[CH:5]=[C:6]([CH3:8])[CH:7]=1. (4) Given the reactants [CH3:1][N:2]([S:20]([C:23]1[S:24][CH:25]=[CH:26][CH:27]=1)(=[O:22])=[O:21])[C:3]1[CH:4]=[CH:5][CH:6]=[C:7]2[C:11]=1[NH:10][C:9]([C:12]1[S:13][CH:14]([C:17](O)=[O:18])[CH2:15][N:16]=1)=[CH:8]2.[N:28]1(O)C2C=CC=CC=2N=N1.Cl.CN(C)CCCN=C=NCC.N, predict the reaction product. The product is: [CH3:1][N:2]([S:20]([C:23]1[S:24][CH:25]=[CH:26][CH:27]=1)(=[O:22])=[O:21])[C:3]1[CH:4]=[CH:5][CH:6]=[C:7]2[C:11]=1[NH:10][C:9]([C:12]1[S:13][CH:14]([C:17]([NH2:28])=[O:18])[CH2:15][N:16]=1)=[CH:8]2. (5) The product is: [B:1]([OH:6])([OH:4])[OH:2].[B:1]([O:6][CH3:7])([O:4][CH3:5])[O:2][CH3:3]. Given the reactants [B:1]([O:6][CH3:7])([O:4][CH3:5])[O:2][CH3:3].COC(COC(COC(CO)C)C)C, predict the reaction product. (6) Given the reactants Br[C:2]1[N:3]=[C:4]([CH:22]2[CH2:24][CH2:23]2)[N:5]([CH2:14][O:15][CH2:16][CH2:17][Si:18]([CH3:21])([CH3:20])[CH3:19])[C:6]=1[C:7]1[CH:12]=[CH:11][N:10]=[C:9]([Cl:13])[N:8]=1.[F:25][C:26]1[C:32](B2OC(C)(C)C(C)(C)O2)=[CH:31][CH:30]=[CH:29][C:27]=1[NH2:28].C(=O)([O-])[O-].[Na+].[Na+].C(Cl)Cl, predict the reaction product. The product is: [Cl:13][C:9]1[N:8]=[C:7]([C:6]2[N:5]([CH2:14][O:15][CH2:16][CH2:17][Si:18]([CH3:21])([CH3:20])[CH3:19])[C:4]([CH:22]3[CH2:24][CH2:23]3)=[N:3][C:2]=2[C:32]2[C:26]([F:25])=[C:27]([CH:29]=[CH:30][CH:31]=2)[NH2:28])[CH:12]=[CH:11][N:10]=1. (7) Given the reactants [C:1]([O:5][C:6](=[O:34])[C:7]1[CH:12]=[CH:11][C:10]([C:13](=O)[CH2:14][C@@:15]([C:24]2[CH:29]=[C:28]([Cl:30])[CH:27]=[C:26]([Cl:31])[CH:25]=2)([CH2:20][N+:21]([O-])=O)[C:16]([F:19])([F:18])[F:17])=[CH:9][C:8]=1[CH3:33])([CH3:4])([CH3:3])[CH3:2].Cl, predict the reaction product. The product is: [C:1]([O:5][C:6](=[O:34])[C:7]1[CH:12]=[CH:11][C:10]([C:13]2[CH2:14][C@:15]([C:24]3[CH:29]=[C:28]([Cl:30])[CH:27]=[C:26]([Cl:31])[CH:25]=3)([C:16]([F:19])([F:18])[F:17])[CH2:20][N:21]=2)=[CH:9][C:8]=1[CH3:33])([CH3:4])([CH3:3])[CH3:2]. (8) Given the reactants Br[C:2]1[N:7]=[C:6]([C:8](=[O:10])[CH3:9])[CH:5]=[CH:4][CH:3]=1.[CH2:11]([N:15]1[N:19]=[C:18]2[CH:20]=[CH:21][CH:22]=[CH:23][C:17]2=[N:16]1)[CH2:12][C:13]#[CH:14], predict the reaction product. The product is: [N:16]1[N:15]([CH2:11][CH2:12][C:13]#[C:14][C:2]2[N:7]=[C:6]([C:8](=[O:10])[CH3:9])[CH:5]=[CH:4][CH:3]=2)[N:19]=[C:18]2[CH:20]=[CH:21][CH:22]=[CH:23][C:17]=12. (9) Given the reactants [CH2:1]([N:8]1[CH2:21][CH2:20][C:19]2[C:18]3[CH:17]=[C:16]([S:22]([C:25]4[CH:30]=[CH:29][CH:28]=[CH:27][CH:26]=4)(=[O:24])=[O:23])[CH:15]=[CH:14][C:13]=3[NH:12][C:11]=2[CH2:10][CH2:9]1)[C:2]1[CH:7]=[CH:6][CH:5]=[CH:4][CH:3]=1.[H-].[Na+].I[CH2:34][CH3:35], predict the reaction product. The product is: [CH2:1]([N:8]1[CH2:21][CH2:20][C:19]2[C:18]3[CH:17]=[C:16]([S:22]([C:25]4[CH:30]=[CH:29][CH:28]=[CH:27][CH:26]=4)(=[O:24])=[O:23])[CH:15]=[CH:14][C:13]=3[N:12]([CH2:34][CH3:35])[C:11]=2[CH2:10][CH2:9]1)[C:2]1[CH:3]=[CH:4][CH:5]=[CH:6][CH:7]=1. (10) Given the reactants Br[C:2]1[N:3]=[C:4]([C:23]2[O:24][C:25]([C:28]3[S:29][CH:30]=[CH:31][C:32]=3[CH3:33])=[N:26][N:27]=2)[C:5]([N:8]([C:16]([O:18][C:19]([CH3:22])([CH3:21])[CH3:20])=[O:17])[C:9](=[O:15])[O:10][C:11]([CH3:14])([CH3:13])[CH3:12])=[N:6][CH:7]=1.[C:34]([C:36]1[CH:37]=[C:38]([CH:55]=[CH:56][C:57]=1B1OC(C)(C)C(C)(C)O1)[C:39]([N:41]1[CH2:47][CH2:46][CH2:45][N:44]([C:48]([O:50][C:51]([CH3:54])([CH3:53])[CH3:52])=[O:49])[CH2:43][CH2:42]1)=[O:40])#[N:35].C([O-])([O-])=O.[Na+].[Na+], predict the reaction product. The product is: [C:11]([O:10][C:9]([N:8]([C:16]([O:18][C:19]([CH3:22])([CH3:21])[CH3:20])=[O:17])[C:5]1[N:6]=[CH:7][C:2]([C:57]2[CH:56]=[CH:55][C:38]([C:39]([N:41]3[CH2:47][CH2:46][CH2:45][N:44]([C:48]([O:50][C:51]([CH3:52])([CH3:54])[CH3:53])=[O:49])[CH2:43][CH2:42]3)=[O:40])=[CH:37][C:36]=2[C:34]#[N:35])=[N:3][C:4]=1[C:23]1[O:24][C:25]([C:28]2[S:29][CH:30]=[CH:31][C:32]=2[CH3:33])=[N:26][N:27]=1)=[O:15])([CH3:14])([CH3:13])[CH3:12].